This data is from Merck oncology drug combination screen with 23,052 pairs across 39 cell lines. The task is: Regression. Given two drug SMILES strings and cell line genomic features, predict the synergy score measuring deviation from expected non-interaction effect. (1) Drug 1: CN(C)C(=N)N=C(N)N. Drug 2: CCN(CC)CCNC(=O)c1c(C)[nH]c(C=C2C(=O)Nc3ccc(F)cc32)c1C. Cell line: KPL1. Synergy scores: synergy=8.88. (2) Drug 1: CC(C)CC(NC(=O)C(Cc1ccccc1)NC(=O)c1cnccn1)B(O)O. Drug 2: CC1(c2nc3c(C(N)=O)cccc3[nH]2)CCCN1. Cell line: NCIH1650. Synergy scores: synergy=-11.3. (3) Drug 1: O=C(O)C1(Cc2cccc(Nc3nccs3)n2)CCC(Oc2cccc(Cl)c2F)CC1. Drug 2: CC(C)CC(NC(=O)C(Cc1ccccc1)NC(=O)c1cnccn1)B(O)O. Cell line: OCUBM. Synergy scores: synergy=-10.6. (4) Drug 1: NC(=O)c1cccc2cn(-c3ccc(C4CCCNC4)cc3)nc12. Drug 2: O=C(NOCC(O)CO)c1ccc(F)c(F)c1Nc1ccc(I)cc1F. Cell line: MDAMB436. Synergy scores: synergy=21.4.